From a dataset of Reaction yield outcomes from USPTO patents with 853,638 reactions. Predict the reaction yield, written as a fraction of the theoretical maximum amount of product (1.0 means a 100% yield; for example, 0.34 means a 34% yield). (1) The reactants are [CH3:1][S:2][CH:3]([C:5]1[CH:6]=[CH:7][C:8]([C:11]([F:17])([F:16])[C:12]([F:15])([F:14])[F:13])=[N:9][CH:10]=1)[CH3:4].[N:18]#[C:19][NH2:20].C(O)(=O)C.C(O)(=O)C.IC1C=CC=CC=1. The catalyst is C1COCC1. The product is [F:16][C:11]([F:17])([C:8]1[N:9]=[CH:10][C:5]([CH:3]([S:2]([CH3:1])=[N:20][C:19]#[N:18])[CH3:4])=[CH:6][CH:7]=1)[C:12]([F:13])([F:14])[F:15]. The yield is 0.850. (2) The reactants are C[O:2][C:3](=[O:33])[C:4]([CH3:32])([CH3:31])[CH:5]([N:9]1[C:13]2[CH:14]=[CH:15][CH:16]=[CH:17][C:12]=2[N:11]([CH2:18][CH:19]2[C:27]3[C:22](=[CH:23][CH:24]=[CH:25][C:26]=3[CH3:28])[N:21]([CH3:29])[CH2:20]2)[C:10]1=[O:30])[CH2:6][O:7][CH3:8]. The catalyst is O1CCOCC1.O. The product is [CH3:29][N:21]1[C:22]2[C:27](=[C:26]([CH3:28])[CH:25]=[CH:24][CH:23]=2)[CH:19]([CH2:18][N:11]2[C:12]3[CH:17]=[CH:16][CH:15]=[CH:14][C:13]=3[N:9]([CH:5]([CH2:6][O:7][CH3:8])[C:4]([CH3:31])([CH3:32])[C:3]([OH:33])=[O:2])[C:10]2=[O:30])[CH2:20]1. The yield is 0.310. (3) The reactants are Br[C:2]1[C:3]([CH3:21])=[C:4]([N:8]2[C:17](=[O:18])[C:16]3[C:11](=[C:12]([F:19])[CH:13]=[CH:14][CH:15]=3)[NH:10][C:9]2=[O:20])[CH:5]=[CH:6][CH:7]=1.[CH3:22][C:23]1([CH3:39])[C:27]([CH3:29])([CH3:28])[O:26][B:25]([B:25]2[O:26][C:27]([CH3:29])([CH3:28])[C:23]([CH3:39])([CH3:22])[O:24]2)[O:24]1.C([O-])(=O)C.[K+]. The catalyst is O1CCOCC1.CS(C)=O.C1C=CC(P(C2C=CC=CC=2)[C-]2C=CC=C2)=CC=1.C1C=CC(P(C2C=CC=CC=2)[C-]2C=CC=C2)=CC=1.Cl[Pd]Cl.[Fe+2].C(Cl)Cl. The product is [F:19][C:12]1[CH:13]=[CH:14][CH:15]=[C:16]2[C:11]=1[NH:10][C:9](=[O:20])[N:8]([C:4]1[CH:5]=[CH:6][CH:7]=[C:2]([B:25]3[O:26][C:27]([CH3:29])([CH3:28])[C:23]([CH3:39])([CH3:22])[O:24]3)[C:3]=1[CH3:21])[C:17]2=[O:18]. The yield is 0.820. (4) The reactants are [Br:1][C:2]1[CH:7]=[CH:6][C:5]([C:8]2[O:9][C:10]([CH3:26])=[C:11]([CH2:13][CH2:14][O:15]S(C3C=CC(C)=CC=3)(=O)=O)[N:12]=2)=[CH:4][CH:3]=1.[C:27]([O:31][C:32](=[O:50])[CH2:33][CH2:34][C:35]1[CH:40]=[CH:39][C:38](O)=[CH:37][C:36]=1[CH2:42][NH:43]C(OC(C)C)=O)([CH3:30])([CH3:29])[CH3:28]. No catalyst specified. The product is [C:27]([O:31][C:32](=[O:50])[CH2:33][CH2:34][C:35]1[CH:40]=[CH:39][C:38]([O:15][CH2:14][CH2:13][C:11]2[N:12]=[C:8]([C:5]3[CH:4]=[CH:3][C:2]([Br:1])=[CH:7][CH:6]=3)[O:9][C:10]=2[CH3:26])=[CH:37][C:36]=1[CH:42]([C:32]([O:31][CH:27]([CH3:29])[CH3:28])=[O:50])[NH2:43])([CH3:28])([CH3:29])[CH3:30]. The yield is 0.640.